Dataset: TCR-epitope binding with 47,182 pairs between 192 epitopes and 23,139 TCRs. Task: Binary Classification. Given a T-cell receptor sequence (or CDR3 region) and an epitope sequence, predict whether binding occurs between them. (1) The epitope is VTEHDTLLY. The TCR CDR3 sequence is CAISTLGEGYEQYF. Result: 0 (the TCR does not bind to the epitope). (2) The epitope is KEIDRLNEV. The TCR CDR3 sequence is CSVVPSTEGFTDTQYF. Result: 1 (the TCR binds to the epitope). (3) The epitope is RPHERNGFTVL. The TCR CDR3 sequence is CASSFSGSTYQETQYF. Result: 0 (the TCR does not bind to the epitope).